From a dataset of Forward reaction prediction with 1.9M reactions from USPTO patents (1976-2016). Predict the product of the given reaction. (1) Given the reactants [CH3:1][O:2][C:3]([C:5]1[C:6](=[O:17])[O:7][C:8]2[C:13]([C:14]=1[OH:15])=[CH:12][CH:11]=[C:10](Br)[CH:9]=2)=[O:4].[O:18]([C:25]1[CH:30]=[CH:29][C:28](OB(O)O)=[CH:27][CH:26]=1)[C:19]1[CH:24]=[CH:23][CH:22]=[CH:21][CH:20]=1.C(=O)([O-])[O-].[Na+].[Na+], predict the reaction product. The product is: [CH3:1][O:2][C:3]([C:5]1[C:6](=[O:17])[O:7][C:8]2[C:13]([C:14]=1[OH:15])=[CH:12][CH:11]=[C:10]([C:28]1[CH:29]=[CH:30][C:25]([O:18][C:19]3[CH:24]=[CH:23][CH:22]=[CH:21][CH:20]=3)=[CH:26][CH:27]=1)[CH:9]=2)=[O:4]. (2) Given the reactants [F:1][C:2]1[CH:24]=[CH:23][CH:22]=[CH:21][C:3]=1[O:4][C:5]1[C:18](=[O:19])[N:17]([CH3:20])[C:8]2[N:9]=[C:10](S(C)(=O)=O)[N:11]=[CH:12][C:7]=2[CH:6]=1.[NH2:25][C:26]1[C:31]([OH:32])=[CH:30][CH:29]=[CH:28][N:27]=1.CO.O, predict the reaction product. The product is: [F:1][C:2]1[CH:24]=[CH:23][CH:22]=[CH:21][C:3]=1[O:4][C:5]1[C:18](=[O:19])[N:17]([CH3:20])[C:8]2[N:9]=[C:10]([NH:25][C:26]3[C:31]([OH:32])=[CH:30][CH:29]=[CH:28][N:27]=3)[N:11]=[CH:12][C:7]=2[CH:6]=1. (3) Given the reactants [F:1][C:2]1[C:3]([N:9]2[CH:13]=[CH:12][C:11]([NH:14][C:15](=[O:26])[C:16]3[CH:21]=[CH:20][CH:19]=[CH:18][C:17]=3[C:22]([F:25])([F:24])[F:23])=[N:10]2)=[N:4][CH:5]=[CH:6][C:7]=1I.C(=O)([O-])[O-].[Na+].[Na+].CO[CH2:35][CH2:36]OC, predict the reaction product. The product is: [F:1][C:2]1[C:3]([N:9]2[CH:13]=[CH:12][C:11]([NH:14][C:15](=[O:26])[C:16]3[CH:21]=[CH:20][CH:19]=[CH:18][C:17]=3[C:22]([F:25])([F:24])[F:23])=[N:10]2)=[N:4][CH:5]=[CH:6][C:7]=1[C:36]1[CH:35]=[CH:3][C:2]([F:1])=[CH:7][CH:6]=1.